From a dataset of Catalyst prediction with 721,799 reactions and 888 catalyst types from USPTO. Predict which catalyst facilitates the given reaction. (1) Product: [C:1]([C:5]1[CH:16]=[CH:15][C:14]([CH3:17])=[CH:13][C:6]=1[O:7][CH2:8][CH2:9][OH:10])([CH3:4])([CH3:3])[CH3:2]. Reactant: [C:1]([C:5]1[CH:16]=[CH:15][C:14]([CH3:17])=[CH:13][C:6]=1[O:7][CH2:8][C:9](OC)=[O:10])([CH3:4])([CH3:3])[CH3:2].[H-].[H-].[H-].[H-].[Li+].[Al+3]. The catalyst class is: 1. (2) The catalyst class is: 811. Product: [C:15]([C:16]1[CH:17]=[C:18]([NH2:19])[N:12]([C:4]2[CH:3]=[N:2][C:11]3[C:6]([CH:5]=2)=[CH:7][CH:8]=[CH:9][CH:10]=3)[N:13]=1)([CH3:22])([CH3:21])[CH3:14]. Reactant: Cl.[N:2]1[C:11]2[C:6](=[CH:7][CH:8]=[CH:9][CH:10]=2)[CH:5]=[C:4]([NH:12][NH2:13])[CH:3]=1.[CH3:14][C:15]([CH3:22])([CH3:21])[C:16](=O)[CH2:17][C:18]#[N:19].